Dataset: Reaction yield outcomes from USPTO patents with 853,638 reactions. Task: Predict the reaction yield, written as a fraction of the theoretical maximum amount of product (1.0 means a 100% yield; for example, 0.34 means a 34% yield). The reactants are [F:1][C:2]1[CH:7]=[CH:6][CH:5]=[CH:4][C:3]=1[N:8]1[C:16]2[C:11](=[C:12]([N:17]3[CH2:21][CH2:20][NH:19][C:18]3=[O:22])[CH:13]=[CH:14][CH:15]=2)[CH:10]=[N:9]1.[H-].[Na+].Br.Br[CH2:27][C:28]1[CH:33]=[CH:32][CH:31]=[CH:30][N:29]=1. The catalyst is CN(C)C=O. The product is [F:1][C:2]1[CH:7]=[CH:6][CH:5]=[CH:4][C:3]=1[N:8]1[C:16]2[C:11](=[C:12]([N:17]3[CH2:21][CH2:20][N:19]([CH2:27][C:28]4[CH:33]=[CH:32][CH:31]=[CH:30][N:29]=4)[C:18]3=[O:22])[CH:13]=[CH:14][CH:15]=2)[CH:10]=[N:9]1. The yield is 0.290.